From a dataset of Full USPTO retrosynthesis dataset with 1.9M reactions from patents (1976-2016). Predict the reactants needed to synthesize the given product. (1) Given the product [NH2:49][C:40](=[O:42])[CH2:39][C:34]1[CH:35]=[CH:36][CH:37]=[CH:38][C:33]=1[CH2:32][CH2:31][C:29]1[C:28]([C:44]([F:47])([F:45])[F:46])=[CH:27][N:26]=[C:25]([NH:24][C:21]2[CH:22]=[CH:23][C:18]([N:15]3[CH2:14][CH2:13][CH:12]([NH:11][C:9](=[O:10])[O:8][C:4]([CH3:5])([CH3:6])[CH3:7])[CH2:17][CH2:16]3)=[CH:19][CH:20]=2)[N:30]=1, predict the reactants needed to synthesize it. The reactants are: O.[OH-].[Li+].[C:4]([O:8][C:9]([NH:11][CH:12]1[CH2:17][CH2:16][N:15]([C:18]2[CH:23]=[CH:22][C:21]([NH:24][C:25]3[N:30]=[C:29]([CH2:31][CH2:32][C:33]4[CH:38]=[CH:37][CH:36]=[CH:35][C:34]=4[CH2:39][C:40]([O:42]C)=O)[C:28]([C:44]([F:47])([F:46])[F:45])=[CH:27][N:26]=3)=[CH:20][CH:19]=2)[CH2:14][CH2:13]1)=[O:10])([CH3:7])([CH3:6])[CH3:5].O[N:49]1C2C=CC=CC=2N=N1.CCN=C=NCCCN(C)C.C(N(CC)C(C)C)(C)C.C(=O)([O-])[O-].[NH4+].[NH4+]. (2) Given the product [F:27][C:21]1[CH:22]=[C:23]([I:26])[CH:24]=[CH:25][C:20]=1[NH:19][C:14]1[CH:15]=[N:16][CH:17]=[CH:18][C:13]=1[C:10]1[O:9][C:8]([NH:7][CH:5]([CH3:6])[C:4]([OH:28])=[O:3])=[N:12][N:11]=1, predict the reactants needed to synthesize it. The reactants are: C([O:3][C:4](=[O:28])[CH:5]([NH:7][C:8]1[O:9][C:10]([C:13]2[CH:18]=[CH:17][N:16]=[CH:15][C:14]=2[NH:19][C:20]2[CH:25]=[CH:24][C:23]([I:26])=[CH:22][C:21]=2[F:27])=[N:11][N:12]=1)[CH3:6])C.[Li+].[OH-].Cl. (3) Given the product [Br:34][C:32]1[CH:31]=[CH:30][C:29]([F:35])=[C:28]([C@:13]([NH:15][S:16]([C:19]2[CH:24]=[CH:23][CH:22]=[CH:21][C:20]=2[N+:25]([O-:27])=[O:26])(=[O:17])=[O:18])([CH3:14])[CH2:12][O:11][C@@:5]([CH3:10])([C:6]([F:8])([F:7])[F:9])[C:4]([NH2:37])=[O:36])[CH:33]=1, predict the reactants needed to synthesize it. The reactants are: C(O[C:4](=[O:36])[C@:5]([O:11][CH2:12][C@@:13]([C:28]1[CH:33]=[C:32]([Br:34])[CH:31]=[CH:30][C:29]=1[F:35])([NH:15][S:16]([C:19]1[CH:24]=[CH:23][CH:22]=[CH:21][C:20]=1[N+:25]([O-:27])=[O:26])(=[O:18])=[O:17])[CH3:14])([CH3:10])[C:6]([F:9])([F:8])[F:7])C.[NH3:37]. (4) The reactants are: [C:1]([O:5][C:6](=[O:41])[CH2:7][O:8][C:9]1[CH:18]=[CH:17][C:16]([Cl:19])=[C:15]2[C:10]=1[C:11]([CH3:40])=[C:12]([CH2:24][C:25]1[CH:30]=[CH:29][C:28](B3OC(C)(C)C(C)(C)O3)=[CH:27][CH:26]=1)[C:13]([O:20][CH:21]([F:23])[F:22])=[N:14]2)([CH3:4])([CH3:3])[CH3:2].[Cl:42][C:43]1[CH:47]=[CH:46][NH:45][N:44]=1. Given the product [C:1]([O:5][C:6](=[O:41])[CH2:7][O:8][C:9]1[CH:18]=[CH:17][C:16]([Cl:19])=[C:15]2[C:10]=1[C:11]([CH3:40])=[C:12]([CH2:24][C:25]1[CH:30]=[CH:29][C:28]([N:45]3[CH:46]=[CH:47][C:43]([Cl:42])=[N:44]3)=[CH:27][CH:26]=1)[C:13]([O:20][CH:21]([F:22])[F:23])=[N:14]2)([CH3:4])([CH3:3])[CH3:2], predict the reactants needed to synthesize it. (5) Given the product [CH3:1][C@@:23]1([OH:27])[CH2:24][CH2:25][CH2:26][C@H:22]1[CH2:17][CH2:18][CH2:19][CH:20]=[CH2:21], predict the reactants needed to synthesize it. The reactants are: [C:1](C1C=C(C)C=C(C(C)(C)C)C=1O)(C)(C)C.[CH2:17]([C@@H:22]1[CH2:26][CH2:25][CH2:24][C:23]1=[O:27])[CH2:18][CH2:19][CH:20]=[CH2:21].[Li]C.CCOCC.Cl. (6) Given the product [CH:13]1([NH:19][C:2]2[C:3]3[N:4]([CH:10]=[CH:11][CH:12]=3)[N:5]=[CH:6][C:7]=2[C:8]#[N:9])[CH2:18][CH2:17][CH2:16][CH2:15][CH2:14]1, predict the reactants needed to synthesize it. The reactants are: Cl[C:2]1[C:3]2[N:4]([CH:10]=[CH:11][CH:12]=2)[N:5]=[CH:6][C:7]=1[C:8]#[N:9].[CH:13]1([NH2:19])[CH2:18][CH2:17][CH2:16][CH2:15][CH2:14]1.CCN(C(C)C)C(C)C. (7) Given the product [NH2:6][C:2]([CH3:5])([CH3:1])[CH2:3][NH:4][C:16](=[O:17])[O:18][CH2:19][C:20]1[CH:25]=[CH:24][CH:23]=[CH:22][CH:21]=1, predict the reactants needed to synthesize it. The reactants are: [CH3:1][C:2]([NH2:6])([CH3:5])[CH2:3][NH2:4].CCN(C(C)C)C(C)C.[C:16](O[C:16]([O:18][CH2:19][C:20]1[CH:25]=[CH:24][CH:23]=[CH:22][CH:21]=1)=[O:17])([O:18][CH2:19][C:20]1[CH:25]=[CH:24][CH:23]=[CH:22][CH:21]=1)=[O:17]. (8) Given the product [CH2:29]([NH:28][C:26]([N:23]1[CH2:22][CH2:21][CH:20]([C:18]([N:15]2[CH2:16][CH2:17][CH:12]([NH:11][C:10]3[CH:37]=[CH:38][C:7]([CH2:6][CH2:5][NH:4][CH2:67][C@H:65]([OH:66])[CH2:64][O:63][C:60]4[CH:61]=[CH:62][C:57]([OH:56])=[CH:58][CH:59]=4)=[CH:8][CH:9]=3)[CH2:13][CH2:14]2)=[O:19])[CH2:25][CH2:24]1)=[O:27])[CH2:30][CH2:31][CH2:32][CH2:33][CH2:34][CH2:35][CH3:36], predict the reactants needed to synthesize it. The reactants are: C(O)=O.[NH2:4][CH2:5][CH2:6][C:7]1[CH:38]=[CH:37][C:10]([NH:11][CH:12]2[CH2:17][CH2:16][N:15]([C:18]([CH:20]3[CH2:25][CH2:24][N:23]([C:26]([NH:28][CH2:29][CH2:30][CH2:31][CH2:32][CH2:33][CH2:34][CH2:35][CH3:36])=[O:27])[CH2:22][CH2:21]3)=[O:19])[CH2:14][CH2:13]2)=[CH:9][CH:8]=1.C([Si]([O:56][C:57]1[CH:62]=[CH:61][C:60]([O:63][CH2:64][CH:65]2[CH2:67][O:66]2)=[CH:59][CH:58]=1)(C1C=CC=CC=1)C1C=CC=CC=1)(C)(C)C.